Dataset: Full USPTO retrosynthesis dataset with 1.9M reactions from patents (1976-2016). Task: Predict the reactants needed to synthesize the given product. Given the product [N+:9]([C:4]1[CH:3]=[C:2]([Cl:1])[CH:7]=[C:6]([CH2:14][CH:13]=[CH2:12])[C:5]=1[OH:8])([O-:11])=[O:10], predict the reactants needed to synthesize it. The reactants are: [Cl:1][C:2]1[CH:7]=[CH:6][C:5]([OH:8])=[C:4]([N+:9]([O-:11])=[O:10])[CH:3]=1.[CH2:12](Br)[CH:13]=[CH2:14].C(=O)([O-])[O-].[K+].[K+].